This data is from Full USPTO retrosynthesis dataset with 1.9M reactions from patents (1976-2016). The task is: Predict the reactants needed to synthesize the given product. Given the product [CH:18]1([CH2:17][N:14]2[C:15](=[O:16])[C@@H:9]([NH:8][C:6](=[O:7])[C@@:5]([F:30])([CH3:29])[C:4]([OH:31])=[O:3])[C:10]3[CH:28]=[CH:27][CH:26]=[CH:25][C:11]=3[C:12]3[CH:24]=[CH:23][CH:22]=[CH:21][C:13]2=3)[CH2:20][CH2:19]1, predict the reactants needed to synthesize it. The reactants are: C([O:3][C:4](=[O:31])[C@:5]([F:30])([CH3:29])[C:6]([NH:8][C@@H:9]1[C:15](=[O:16])[N:14]([CH2:17][CH:18]2[CH2:20][CH2:19]2)[C:13]2[CH:21]=[CH:22][CH:23]=[CH:24][C:12]=2[C:11]2[CH:25]=[CH:26][CH:27]=[CH:28][C:10]1=2)=[O:7])C.O.[OH-].[Li+].